Binary Classification. Given a T-cell receptor sequence (or CDR3 region) and an epitope sequence, predict whether binding occurs between them. From a dataset of TCR-epitope binding with 47,182 pairs between 192 epitopes and 23,139 TCRs. (1) The epitope is FIAGLIAIV. The TCR CDR3 sequence is CASSQCNREEGNQPQHF. Result: 1 (the TCR binds to the epitope). (2) The TCR CDR3 sequence is CASSIDKLNTEAFF. Result: 1 (the TCR binds to the epitope). The epitope is ARMILMTHF. (3) The epitope is FTYASALWEI. The TCR CDR3 sequence is CASSLTGWGETQYF. Result: 0 (the TCR does not bind to the epitope). (4) The epitope is KLWAQCVQL. The TCR CDR3 sequence is CSGRGPNGELFF. Result: 1 (the TCR binds to the epitope). (5) The epitope is GPGHKARVL. The TCR CDR3 sequence is CASRVAGVTGELFF. Result: 0 (the TCR does not bind to the epitope). (6) The epitope is KLFIRQEEV. The TCR CDR3 sequence is CASSLRSNTQYF. Result: 0 (the TCR does not bind to the epitope).